From a dataset of Full USPTO retrosynthesis dataset with 1.9M reactions from patents (1976-2016). Predict the reactants needed to synthesize the given product. (1) Given the product [OH:11][C:12]1[CH:17]=[CH:16][CH:15]=[CH:14][C:13]=1[CH2:18][CH2:19][NH:20][C:21]([NH:10][C@@H:8]([C:4]1[CH:5]=[CH:6][CH:7]=[C:2]([OH:1])[CH:3]=1)[CH3:9])=[S:22], predict the reactants needed to synthesize it. The reactants are: [OH:1][C:2]1[CH:3]=[C:4]([C@H:8]([NH2:10])[CH3:9])[CH:5]=[CH:6][CH:7]=1.[OH:11][C:12]1[CH:17]=[CH:16][CH:15]=[CH:14][C:13]=1[CH2:18][CH2:19][N:20]=[C:21]=[S:22]. (2) Given the product [NH2:7][CH:8]([CH2:9][C:10]1[CH:11]=[C:12]([F:17])[CH:13]=[C:14]([F:16])[CH:15]=1)[CH:18]([OH:34])[CH2:19][NH:20][C:21]1([C:24]2[N:25]=[C:26]([CH2:29][C:30]([CH3:32])([CH3:31])[CH3:33])[S:27][CH:28]=2)[CH2:22][CH2:23]1, predict the reactants needed to synthesize it. The reactants are: C(OC(=O)[NH:7][CH:8]([CH:18]([OH:34])[CH2:19][NH:20][C:21]1([C:24]2[N:25]=[C:26]([CH2:29][C:30]([CH3:33])([CH3:32])[CH3:31])[S:27][CH:28]=2)[CH2:23][CH2:22]1)[CH2:9][C:10]1[CH:15]=[C:14]([F:16])[CH:13]=[C:12]([F:17])[CH:11]=1)(C)(C)C.Cl.O1CCOCC1. (3) Given the product [CH3:29][O:28][C:24]1[CH:23]=[C:22]2[C:27]([C:18]([O:1][CH2:2][CH2:3][N:4]3[CH:9]=[C:8]([C:10]4[CH:15]=[CH:14][CH:13]=[CH:12][CH:11]=4)[CH:7]=[N:6][C:5]3=[O:16])=[CH:19][CH:20]=[N:21]2)=[CH:26][CH:25]=1, predict the reactants needed to synthesize it. The reactants are: [OH:1][CH2:2][CH2:3][N:4]1[CH:9]=[C:8]([C:10]2[CH:15]=[CH:14][CH:13]=[CH:12][CH:11]=2)[CH:7]=[N:6][C:5]1=[O:16].Cl[C:18]1[C:27]2[C:22](=[CH:23][C:24]([O:28][CH3:29])=[CH:25][CH:26]=2)[N:21]=[CH:20][CH:19]=1.C(=O)([O-])[O-].[Cs+].[Cs+].C(P(C(C)(C)C)C1C=CC2C(=CC=CC=2)C=1C1C2C(=CC=CC=2)C=CC=1)(C)(C)C. (4) Given the product [CH2:19]([O:26][C@@H:27]1[C@@H:35]([CH:36]([NH:37][S:38]([C:40]([CH3:42])([CH3:41])[CH3:43])=[O:39])[C:59]([F:62])([F:61])[F:60])[O:34][C@H:33]2[C@H:29]([N:30]=[C:31]([N:44]([CH3:45])[CH3:46])[S:32]2)[C@H:28]1[O:47][CH2:48][C:49]1[CH:50]=[CH:51][CH:52]=[CH:53][CH:54]=1)[C:20]1[CH:21]=[CH:22][CH:23]=[CH:24][CH:25]=1, predict the reactants needed to synthesize it. The reactants are: CCCC[N+](CCCC)(CCCC)CCCC.[F-].[CH2:19]([O:26][C@@H:27]1[C@@H:35]([CH:36]=[N:37][S:38]([C:40]([CH3:43])([CH3:42])[CH3:41])=[O:39])[O:34][C@H:33]2[C@H:29]([N:30]=[C:31]([N:44]([CH3:46])[CH3:45])[S:32]2)[C@H:28]1[O:47][CH2:48][C:49]1[CH:54]=[CH:53][CH:52]=[CH:51][CH:50]=1)[C:20]1[CH:25]=[CH:24][CH:23]=[CH:22][CH:21]=1.[Si]([C:59]([F:62])([F:61])[F:60])(C)(C)C. (5) Given the product [CH3:17][NH:18][C:19]([C:21]1[C:22]2[C:30]([O:33][C:2]3[CH:7]=[CH:6][N:5]=[C:4]4[CH:8]=[C:9]([C:11]5[N:12]([CH3:16])[CH:13]=[CH:14][N:15]=5)[S:10][C:3]=34)=[CH:29][CH:28]=[CH:27][C:23]=2[O:24][C:25]=1[CH3:26])=[O:20], predict the reactants needed to synthesize it. The reactants are: Cl[C:2]1[CH:7]=[CH:6][N:5]=[C:4]2[CH:8]=[C:9]([C:11]3[N:12]([CH3:16])[CH:13]=[CH:14][N:15]=3)[S:10][C:3]=12.[CH3:17][NH:18][C:19]([C:21]1[C:22]2[CH:30]=[CH:29][C:28](O)=[CH:27][C:23]=2[O:24][C:25]=1[CH3:26])=[O:20].C([O-])([O-])=[O:33].[Cs+].[Cs+]. (6) Given the product [NH2:1][C@@H:2]([CH2:11][CH3:12])[C@H:3]([OH:10])[C:4]([NH:21][CH2:20][CH2:19][C:13]1[CH:18]=[CH:17][CH:16]=[CH:15][CH:14]=1)=[O:5], predict the reactants needed to synthesize it. The reactants are: [NH2:1][C@@H:2]([CH2:11][CH3:12])[C@H:3]([OH:10])[C:4](NC1CC1)=[O:5].[C:13]1([CH2:19][CH2:20][NH2:21])[CH:18]=[CH:17][CH:16]=[CH:15][CH:14]=1.